Task: Predict the product of the given reaction.. Dataset: Forward reaction prediction with 1.9M reactions from USPTO patents (1976-2016) (1) Given the reactants [CH:1]12[CH2:10][CH:5]3[CH2:6][CH:7]([CH2:9][CH:3]([CH2:4]3)[CH:2]1[N:11]1[C:14](=[O:15])[C:13]([CH3:17])([CH3:16])[NH:12]1)[CH2:8]2.Br[CH2:19][C:20]1[C:29]2[C:24](=[CH:25][CH:26]=[CH:27][CH:28]=2)[CH:23]=[CH:22][CH:21]=1, predict the reaction product. The product is: [CH3:16][C:13]1([CH3:17])[N:12]([CH2:19][C:20]2[C:29]3[C:24](=[CH:25][CH:26]=[CH:27][CH:28]=3)[CH:23]=[CH:22][CH:21]=2)[N:11]([CH:2]2[CH:3]3[CH2:4][CH:5]4[CH2:6][CH:7]([CH2:8][CH:1]2[CH2:10]4)[CH2:9]3)[C:14]1=[O:15]. (2) Given the reactants [N:1]1([CH2:7][CH2:8][N:9]2[C:17]3[C:12](=[CH:13][C:14]([N+:18]([O-])=O)=[CH:15][CH:16]=3)[CH:11]=[N:10]2)[CH2:6][CH2:5][O:4][CH2:3][CH2:2]1.[Cl-].[NH4+], predict the reaction product. The product is: [N:1]1([CH2:7][CH2:8][N:9]2[C:17]3[C:12](=[CH:13][C:14]([NH2:18])=[CH:15][CH:16]=3)[CH:11]=[N:10]2)[CH2:6][CH2:5][O:4][CH2:3][CH2:2]1.